This data is from TCR-epitope binding with 47,182 pairs between 192 epitopes and 23,139 TCRs. The task is: Binary Classification. Given a T-cell receptor sequence (or CDR3 region) and an epitope sequence, predict whether binding occurs between them. (1) The epitope is FLPRVFSAV. The TCR CDR3 sequence is CASSQDLGTAQPQHF. Result: 1 (the TCR binds to the epitope). (2) The epitope is IQYIDIGNY. The TCR CDR3 sequence is CASSQELRTGGVDEQFF. Result: 1 (the TCR binds to the epitope). (3) The epitope is IVDTVSALV. The TCR CDR3 sequence is CASSLAGTGELFF. Result: 1 (the TCR binds to the epitope). (4) The epitope is FVDGVPFVV. Result: 1 (the TCR binds to the epitope). The TCR CDR3 sequence is CASSRGLAGGEETQYF. (5) The epitope is FLYNLLTRV. The TCR CDR3 sequence is CASTALAGGNNEQFF. Result: 0 (the TCR does not bind to the epitope). (6) The epitope is RAKFKQLL. The TCR CDR3 sequence is CASSLVGGTDEKLFF. Result: 1 (the TCR binds to the epitope). (7) The epitope is SEVGPEHSLAEY. The TCR CDR3 sequence is CASSLLRGEAFF. Result: 1 (the TCR binds to the epitope). (8) The epitope is HLVDFQVTI. The TCR CDR3 sequence is CASSYVGMTQYF. Result: 1 (the TCR binds to the epitope).